Dataset: Reaction yield outcomes from USPTO patents with 853,638 reactions. Task: Predict the reaction yield, written as a fraction of the theoretical maximum amount of product (1.0 means a 100% yield; for example, 0.34 means a 34% yield). (1) The reactants are [Na].[NH:2]1[C:6]([NH2:7])=[CH:5][CH:4]=[N:3]1.C[CH2:9][CH:10]([C:15](OCC)=[O:16])[C:11](OC)=[O:12]. The catalyst is C(O)C. The product is [CH3:9][C:10]1[C:15]([OH:16])=[N:7][C:6]2[N:2]([N:3]=[CH:4][CH:5]=2)[C:11]=1[OH:12]. The yield is 0.440. (2) The reactants are COC(/C=C/[C:7]1[CH:12]=[C:11](O)[C:10]2[O:14][CH:15](C3C=CC(O)=C(O)C=3)[CH:16](C(OC)=O)[C:9]=2[CH:8]=1)=O.C(C1C(=O)C(Cl)=C(Cl)C(=O)C=1C#N)#N. The catalyst is C(Cl)Cl. The product is [O:14]1[C:10]2[CH:11]=[CH:12][CH:7]=[CH:8][C:9]=2[CH:16]=[CH:15]1. The yield is 0.930. (3) The reactants are [CH2:1]([NH:3][CH2:4][C:5]1[CH:10]=[CH:9][C:8]([C:11]([F:14])([F:13])[F:12])=[CH:7][CH:6]=1)[CH3:2].[CH3:15][O:16][C:17]([C:19]1[CH:36]=[CH:35][CH:34]=[CH:33][C:20]=1[CH2:21][S:22][C:23]1[CH:28]=[CH:27][C:26]([CH2:29][C:30](O)=[O:31])=[CH:25][CH:24]=1)=[O:18].CN(C(ON1N=NC2C=CC=CC1=2)=[N+](C)C)C.[B-](F)(F)(F)F.CCN(C(C)C)C(C)C. The catalyst is CN(C=O)C.CCOC(C)=O. The product is [CH2:1]([N:3]([CH2:4][C:5]1[CH:10]=[CH:9][C:8]([C:11]([F:12])([F:13])[F:14])=[CH:7][CH:6]=1)[C:30](=[O:31])[CH2:29][C:26]1[CH:25]=[CH:24][C:23]([S:22][CH2:21][C:20]2[CH:33]=[CH:34][CH:35]=[CH:36][C:19]=2[C:17]([O:16][CH3:15])=[O:18])=[CH:28][CH:27]=1)[CH3:2]. The yield is 0.940. (4) The reactants are [CH3:1][N:2]([CH3:20])[C:3]1[NH:4][C:5](=O)[C:6]([NH:9][C:10](=[O:18])[CH2:11][C:12]2[CH:17]=[CH:16][CH:15]=[CH:14][CH:13]=2)=[CH:7][N:8]=1.C(N(CC)CC)C.P(Cl)(Cl)([Cl:30])=O.C(=O)([O-])O.[Na+]. The catalyst is C(#N)C.[Cl-].C([N+](CC)(CC)CC)C.O. The product is [Cl:30][C:5]1[C:6]([NH:9][C:10](=[O:18])[CH2:11][C:12]2[CH:17]=[CH:16][CH:15]=[CH:14][CH:13]=2)=[CH:7][N:8]=[C:3]([N:2]([CH3:20])[CH3:1])[N:4]=1. The yield is 0.108. (5) The reactants are [C:1]([C:5]1[CH:9]=[C:8]([NH:10][C:11]([NH:13][C@@H:14]2[C:23]3[C:18](=[CH:19][CH:20]=[CH:21][CH:22]=3)[C@H:17]([O:24][C:25]3[CH:26]=[CH:27][C:28]4[N:29]([C:31]([N:34]5[CH2:39][CH2:38][CH2:37][CH2:36][C@@H:35]5[CH3:40])=[N:32][N:33]=4)[CH:30]=3)[CH2:16][CH2:15]2)=[O:12])[N:7]([C:41]2[CH:42]=[C:43]([CH:52]=[CH:53][CH:54]=2)[O:44][CH2:45][CH2:46][O:47]S(C)(=O)=O)[N:6]=1)([CH3:4])([CH3:3])[CH3:2].[CH3:55][N:56]1[CH2:62][CH2:61][CH2:60][NH:59][CH2:58][CH2:57]1.C1C[O:66]CC1. No catalyst specified. The product is [CH:46]([OH:47])=[O:66].[C:1]([C:5]1[CH:9]=[C:8]([NH:10][C:11]([NH:13][C@@H:14]2[C:23]3[C:18](=[CH:19][CH:20]=[CH:21][CH:22]=3)[C@H:17]([O:24][C:25]3[CH:26]=[CH:27][C:28]4[N:29]([C:31]([N:34]5[CH2:39][CH2:38][CH2:37][CH2:36][C@@H:35]5[CH3:40])=[N:32][N:33]=4)[CH:30]=3)[CH2:16][CH2:15]2)=[O:12])[N:7]([C:41]2[CH:54]=[CH:53][CH:52]=[C:43]([O:44][CH2:45][CH2:46][N:59]3[CH2:60][CH2:61][CH2:62][N:56]([CH3:55])[CH2:57][CH2:58]3)[CH:42]=2)[N:6]=1)([CH3:4])([CH3:3])[CH3:2]. The yield is 0.540. (6) The reactants are [NH2:1][C:2]1[CH:3]=[C:4]([C:8]2[CH:15]=[CH:14][C:11]([C:12]#[N:13])=[C:10]([Cl:16])[CH:9]=2)[CH:5]=[N:6][CH:7]=1.[CH2:17]([C:19]1[CH:24]=[CH:23][C:22]([S:25](Cl)(=[O:27])=[O:26])=[CH:21][CH:20]=1)[CH3:18]. The catalyst is N1C=CC=CC=1. The product is [Cl:16][C:10]1[CH:9]=[C:8]([C:4]2[CH:3]=[C:2]([NH:1][S:25]([C:22]3[CH:23]=[CH:24][C:19]([CH2:17][CH3:18])=[CH:20][CH:21]=3)(=[O:27])=[O:26])[CH:7]=[N:6][CH:5]=2)[CH:15]=[CH:14][C:11]=1[C:12]#[N:13]. The yield is 0.414.